This data is from Catalyst prediction with 721,799 reactions and 888 catalyst types from USPTO. The task is: Predict which catalyst facilitates the given reaction. Reactant: [F:1][C:2]1[CH:7]=[CH:6][C:5]([C:8]2[O:9][C:10]3[CH:20]=[C:19]([CH2:21][S:22]([CH3:25])(=[O:24])=[O:23])[C:18]([C:26]4[CH:27]=[C:28]([CH:32]=[CH:33][CH:34]=4)[C:29](O)=[O:30])=[CH:17][C:11]=3[C:12]=2[C:13](=[O:16])[NH:14][CH3:15])=[CH:4][CH:3]=1.[C:35]12([NH2:40])[CH2:39][CH:37]([CH2:38]1)[CH2:36]2.Cl.F[P-](F)(F)(F)(F)F.N1(O[P+](N(C)C)(N(C)C)N(C)C)C2C=CC=CC=2N=N1. Product: [C:35]12([NH:40][C:29]([C:28]3[CH:27]=[C:26]([C:18]4[C:19]([CH2:21][S:22]([CH3:25])(=[O:24])=[O:23])=[CH:20][C:10]5[O:9][C:8]([C:5]6[CH:4]=[CH:3][C:2]([F:1])=[CH:7][CH:6]=6)=[C:12]([C:13]([NH:14][CH3:15])=[O:16])[C:11]=5[CH:17]=4)[CH:34]=[CH:33][CH:32]=3)=[O:30])[CH2:39][CH:37]([CH2:38]1)[CH2:36]2. The catalyst class is: 3.